From a dataset of Forward reaction prediction with 1.9M reactions from USPTO patents (1976-2016). Predict the product of the given reaction. (1) Given the reactants C[Mg]Br.O1[CH2:8][CH2:7][CH2:6][CH2:5]1.CC1C=C[N:13]=[C:12](C#N)[N:11]=1.[Cl-].[NH4+].[Cl-].[Na+].[O:22]1[CH2:26][CH2:25]CC1, predict the reaction product. The product is: [CH3:8][C:7]1[CH:6]=[CH:5][N:13]=[C:12]([C:26](=[O:22])[CH3:25])[N:11]=1. (2) Given the reactants Cl.[CH:2]1([CH2:5][O:6][C:7]2[CH:8]=[C:9]([C@@H:17]([O:28][C:29]([C@H:31]3[NH:35][CH2:34][CH2:33][S:32]3)=[O:30])[CH2:18][C:19]3[C:24]([Cl:25])=[CH:23][N+:22]([O-:26])=[CH:21][C:20]=3[Cl:27])[CH:10]=[CH:11][C:12]=2[O:13][CH:14]([F:16])[F:15])[CH2:4][CH2:3]1.Cl[S:37]([C:40]1[CH:41]=[C:42]([CH:46]=[CH:47][CH:48]=1)[C:43]([OH:45])=[O:44])(=[O:39])=[O:38], predict the reaction product. The product is: [C:43]([C:42]1[CH:41]=[C:40]([S:37]([N:35]2[CH2:34][CH2:33][S:32][C@H:31]2[C:29]([O:28][C@H:17]([C:9]2[CH:10]=[CH:11][C:12]([O:13][CH:14]([F:16])[F:15])=[C:7]([O:6][CH2:5][CH:2]3[CH2:4][CH2:3]3)[CH:8]=2)[CH2:18][C:19]2[C:24]([Cl:25])=[CH:23][N+:22]([O-:26])=[CH:21][C:20]=2[Cl:27])=[O:30])(=[O:39])=[O:38])[CH:48]=[CH:47][CH:46]=1)([OH:45])=[O:44]. (3) Given the reactants [Cl:1][C:2]1[CH:7]=[CH:6][C:5]([C@H:8]2[C@@H:12]([C:13]3[CH:18]=[CH:17][C:16]([Cl:19])=[CH:15][CH:14]=3)[N:11]([C:20](Cl)=[O:21])[C:10]([C:23]3[CH:28]=[CH:27][C:26]([C:29]([C:32]#[N:33])([CH3:31])[CH3:30])=[CH:25][C:24]=3[O:34][CH2:35][CH3:36])=[N:9]2)=[CH:4][CH:3]=1.[CH3:37][O:38][CH2:39][CH2:40][N:41]([CH2:51][CH2:52][O:53][CH3:54])[C:42](=[O:50])[CH2:43][N:44]1[CH2:49][CH2:48][NH:47][CH2:46][CH2:45]1, predict the reaction product. The product is: [Cl:1][C:2]1[CH:3]=[CH:4][C:5]([C@H:8]2[C@@H:12]([C:13]3[CH:14]=[CH:15][C:16]([Cl:19])=[CH:17][CH:18]=3)[N:11]([C:20]([N:47]3[CH2:48][CH2:49][N:44]([CH2:43][C:42]([N:41]([CH2:40][CH2:39][O:38][CH3:37])[CH2:51][CH2:52][O:53][CH3:54])=[O:50])[CH2:45][CH2:46]3)=[O:21])[C:10]([C:23]3[CH:28]=[CH:27][C:26]([C:29]([C:32]#[N:33])([CH3:30])[CH3:31])=[CH:25][C:24]=3[O:34][CH2:35][CH3:36])=[N:9]2)=[CH:6][CH:7]=1. (4) Given the reactants C([O:14][C:15]1[C:24]2[N:23]=[CH:22][CH:21]=[CH:20][C:19]=2[C:18]([C:25](O)=[O:26])=[C:17]2[CH2:28][N:29]([CH2:32][C:33]3[CH:38]=[CH:37][C:36]([F:39])=[CH:35][CH:34]=3)[C:30](=[O:31])[C:16]=12)(C1C=CC=CC=1)C1C=CC=CC=1.[CH3:40][NH:41][CH3:42].C(N(C(C)C)CC)(C)C.F[P-](F)(F)(F)(F)F.N1(OC(N(C)C)=[N+](C)C)C2N=CC=CC=2N=N1, predict the reaction product. The product is: [CH3:40][N:41]([CH3:42])[C:25]([C:18]1[C:19]2[CH:20]=[CH:21][CH:22]=[N:23][C:24]=2[C:15]([OH:14])=[C:16]2[C:30](=[O:31])[N:29]([CH2:32][C:33]3[CH:34]=[CH:35][C:36]([F:39])=[CH:37][CH:38]=3)[CH2:28][C:17]=12)=[O:26]. (5) Given the reactants [CH3:1][C:2]1[C:7]([CH:8]([CH2:13][CH2:14][CH3:15])[C:9]([O:11]C)=[O:10])=[C:6]([C:16]2[CH:25]=[CH:24][C:23]3[C:18](=[CH:19][CH:20]=[CH:21][CH:22]=3)[CH:17]=2)[N:5]=[C:4]([C:26]2[CH:31]=[CH:30][CH:29]=[CH:28][CH:27]=2)[N:3]=1.[OH-].[Na+], predict the reaction product. The product is: [CH3:1][C:2]1[C:7]([CH:8]([CH2:13][CH2:14][CH3:15])[C:9]([OH:11])=[O:10])=[C:6]([C:16]2[CH:25]=[CH:24][C:23]3[C:18](=[CH:19][CH:20]=[CH:21][CH:22]=3)[CH:17]=2)[N:5]=[C:4]([C:26]2[CH:31]=[CH:30][CH:29]=[CH:28][CH:27]=2)[N:3]=1. (6) Given the reactants [N:1]1[CH:6]=[CH:5][N:4]=[CH:3][C:2]=1[NH:7][C:8]([NH:10][C:11]1[C:20]2[C:15](=[CH:16][CH:17]=[CH:18][CH:19]=2)[N:14]=[CH:13][CH:12]=1)=[O:9].[Br:21]NC(=O)CCC(N)=O, predict the reaction product. The product is: [Br:21][C:12]1[CH:13]=[N:14][C:15]2[C:20]([C:11]=1[NH:10][C:8]([NH:7][C:2]1[CH:3]=[N:4][CH:5]=[CH:6][N:1]=1)=[O:9])=[CH:19][CH:18]=[CH:17][CH:16]=2. (7) Given the reactants [Br:1][C:2]1[CH:3]=[CH:4][CH:5]=[C:6]2[C:28]=1[C:9]1([CH2:14][CH2:13][N:12]([C:15](=[O:27])[NH:16][CH:17]3[CH:24]4[CH2:25][CH:20]5[CH2:21][CH:22]([CH2:26][CH:18]3[CH2:19]5)[CH2:23]4)[CH2:11][CH2:10]1)[CH2:8][CH:7]2[CH2:29][C:30](OCC)=[O:31].[H-].[H-].[H-].[H-].[Li+].[Al+3], predict the reaction product. The product is: [Br:1][C:2]1[CH:3]=[CH:4][CH:5]=[C:6]2[C:28]=1[C:9]1([CH2:10][CH2:11][N:12]([C:15]([NH:16][CH:17]3[CH:24]4[CH2:25][CH:20]5[CH2:21][CH:22]([CH2:26][CH:18]3[CH2:19]5)[CH2:23]4)=[O:27])[CH2:13][CH2:14]1)[CH2:8][CH:7]2[CH2:29][CH2:30][OH:31]. (8) The product is: [N:1]1([CH2:6][CH2:7][NH:8][C:9]([C:11]2[C:15]3[CH:16]=[N:17][C:18]([NH:38][C:36]4[CH:35]=[CH:34][N:33]=[C:32]([N:29]5[CH2:28][CH2:27][CH:26]([O:25][CH3:24])[CH2:31][CH2:30]5)[N:37]=4)=[CH:19][C:14]=3[N:13]([CH:21]([CH3:23])[CH3:22])[CH:12]=2)=[O:10])[CH:5]=[CH:4][N:3]=[CH:2]1. Given the reactants [N:1]1([CH2:6][CH2:7][NH:8][C:9]([C:11]2[C:15]3[CH:16]=[N:17][C:18](Cl)=[CH:19][C:14]=3[N:13]([CH:21]([CH3:23])[CH3:22])[CH:12]=2)=[O:10])[CH:5]=[CH:4][N:3]=[CH:2]1.[CH3:24][O:25][CH:26]1[CH2:31][CH2:30][N:29]([C:32]2[N:37]=[C:36]([NH2:38])[CH:35]=[CH:34][N:33]=2)[CH2:28][CH2:27]1.CC1(C)C2C(=C(P(C3C=CC=CC=3)C3C=CC=CC=3)C=CC=2)OC2C(P(C3C=CC=CC=3)C3C=CC=CC=3)=CC=CC1=2.C(Cl)(Cl)Cl.C([O-])([O-])=O.[Cs+].[Cs+], predict the reaction product. (9) Given the reactants [CH2:1]([O:8][C:9]1[CH:18]=[C:17]2[C:12]([C:13]([C:29]3[C:30]([CH3:39])=[C:31]4[C:36](=[CH:37][CH:38]=3)[O:35][CH2:34][CH2:33][CH2:32]4)=[C:14]([C:20](C)(C)[O:21][SiH2]C(C)(C)C)[O:15][C:16]2=O)=[CH:11][CH:10]=1)[C:2]1[CH:7]=[CH:6][CH:5]=[CH:4][CH:3]=1.[CH3:40][NH2:41].CCO, predict the reaction product. The product is: [CH2:1]([O:8][C:9]1[CH:18]=[C:17]2[C:12]([C:13]([C:29]3[C:30]([CH3:39])=[C:31]4[C:36](=[CH:37][CH:38]=3)[O:35][CH2:34][CH2:33][CH2:32]4)=[C:14]([CH2:20][OH:21])[N:41]([CH3:40])[C:16]2=[O:15])=[CH:11][CH:10]=1)[C:2]1[CH:7]=[CH:6][CH:5]=[CH:4][CH:3]=1.